The task is: Predict the product of the given reaction.. This data is from Forward reaction prediction with 1.9M reactions from USPTO patents (1976-2016). Given the reactants [OH:1][C@@:2]1([C:9]#[C:10][C:11]2[CH:12]=[C:13]([C:17]3[N:22]=[C:21]([C:23]([O:25]CC)=O)[CH:20]=[C:19]([C:28]4[N:32]([CH3:33])[CH:31]=[N:30][CH:29]=4)[N:18]=3)[CH:14]=[CH:15][CH:16]=2)[CH2:6][CH2:5][N:4]([CH3:7])[C:3]1=[O:8].[NH3:34], predict the reaction product. The product is: [OH:1][C@@:2]1([C:9]#[C:10][C:11]2[CH:12]=[C:13]([C:17]3[N:22]=[C:21]([C:23]([NH2:34])=[O:25])[CH:20]=[C:19]([C:28]4[N:32]([CH3:33])[CH:31]=[N:30][CH:29]=4)[N:18]=3)[CH:14]=[CH:15][CH:16]=2)[CH2:6][CH2:5][N:4]([CH3:7])[C:3]1=[O:8].